The task is: Predict the reactants needed to synthesize the given product.. This data is from Full USPTO retrosynthesis dataset with 1.9M reactions from patents (1976-2016). (1) Given the product [CH3:36][C:35]1[C:30]([N:27]2[CH2:26][CH2:25][N:24]([C:22]([C:11]3[CH:12]=[CH:13][C:14]([N:16]4[CH2:20][CH2:19][CH2:18][C:17]4=[O:21])=[CH:15][C:10]=3[C:9]([N:8]3[CH2:39][CH2:49][CH2:48][CH2:47][CH2:6]3)=[O:38])=[O:23])[CH2:29][CH2:28]2)=[N:31][CH:32]=[C:33]([CH3:37])[CH:34]=1, predict the reactants needed to synthesize it. The reactants are: C(O[C:6]([N:8]([C:39](OC(C)(C)C)=O)[C:9](=[O:38])[C:10]1[CH:15]=[C:14]([N:16]2[CH2:20][CH2:19][CH2:18][C:17]2=[O:21])[CH:13]=[CH:12][C:11]=1[C:22]([N:24]1[CH2:29][CH2:28][N:27]([C:30]2[C:35]([CH3:36])=[CH:34][C:33]([CH3:37])=[CH:32][N:31]=2)[CH2:26][CH2:25]1)=[O:23])=O)(C)(C)C.N1CC[CH2:49][CH2:48][CH2:47]1. (2) Given the product [Br:1][C:2]1[CH:7]=[CH:6][C:5]([CH:8]([CH3:23])[C:9]([C:11]2[CH:22]=[N:21][C:14]3[O:15][CH2:16][C:17](=[O:20])[N:18]([CH3:19])[C:13]=3[CH:12]=2)([OH:10])[C:26]([F:28])([F:27])[F:25])=[C:4]([Cl:24])[CH:3]=1, predict the reactants needed to synthesize it. The reactants are: [Br:1][C:2]1[CH:7]=[CH:6][C:5]([CH:8]([CH3:23])[C:9]([C:11]2[CH:22]=[N:21][C:14]3[O:15][CH2:16][C:17](=[O:20])[N:18]([CH3:19])[C:13]=3[CH:12]=2)=[O:10])=[C:4]([Cl:24])[CH:3]=1.[F:25][C:26]([Si](C)(C)C)([F:28])[F:27].[F-].C[N+](C)(C)C. (3) Given the product [CH2:11]([C@@H:7]1[N:6]([C:26]([C@@H:24]2[CH2:25][C@H:23]2[C:17]2[CH:22]=[CH:21][CH:20]=[CH:19][CH:18]=2)=[O:27])[CH2:5][C@H:4]([CH2:3][C:2]([CH3:15])([CH3:16])[CH3:1])[NH:9][C:8]1=[O:10])[CH:12]([CH3:13])[CH3:14], predict the reactants needed to synthesize it. The reactants are: [CH3:1][C:2]([CH3:16])([CH3:15])[CH2:3][C@@H:4]1[NH:9][C:8](=[O:10])[C@H:7]([CH2:11][CH:12]([CH3:14])[CH3:13])[NH:6][CH2:5]1.[C:17]1([C@@H:23]2[CH2:25][C@H:24]2[C:26](O)=[O:27])[CH:22]=[CH:21][CH:20]=[CH:19][CH:18]=1.C([C@@H]1N(C([C@@H]2C[C@H]2C2C=CC=CC=2)=O)C[C@H](CC(C)C)NC1=O)C(C)C. (4) Given the product [I:1][C:2]1[C:10]([CH3:11])=[CH:9][CH:8]=[CH:7][C:3]=1[C:4]([Cl:14])=[O:5], predict the reactants needed to synthesize it. The reactants are: [I:1][C:2]1[C:10]([CH3:11])=[CH:9][CH:8]=[CH:7][C:3]=1[C:4](O)=[O:5].S(Cl)([Cl:14])=O. (5) Given the product [N:50]1[C:51]2[C:46](=[CH:45][C:44]([CH2:58][C:59]#[N:60])=[CH:53][CH:52]=2)[CH:47]=[CH:48][CH:49]=1, predict the reactants needed to synthesize it. The reactants are: CC1(C)C2C=CC=C(P(C3C=CC=CC=3)C3C=CC=CC=3)C=2OC2C1=CC=CC=2P(C1C=CC=CC=1)C1C=CC=CC=1.Br[C:44]1[CH:45]=[C:46]2[C:51](=[CH:52][CH:53]=1)[N:50]=[CH:49][CH:48]=[CH:47]2.C[Si]([CH2:58][C:59]#[N:60])(C)C. (6) Given the product [C:2]([C:6]1[CH:11]=[CH:10][C:9]([S:12](/[CH:20]=[CH:16]/[C:17]([NH2:19])=[O:18])(=[O:14])=[O:13])=[CH:8][CH:7]=1)([CH3:5])([CH3:3])[CH3:4], predict the reactants needed to synthesize it. The reactants are: [Li+].[C:2]([C:6]1[CH:11]=[CH:10][C:9]([S:12]([O-:14])=[O:13])=[CH:8][CH:7]=1)([CH3:5])([CH3:4])[CH3:3].Br[CH:16]([CH2:20]Br)[C:17]([NH2:19])=[O:18].